Task: Predict the reactants needed to synthesize the given product.. Dataset: Retrosynthesis with 50K atom-mapped reactions and 10 reaction types from USPTO (1) Given the product Cc1c(I)ccc2nc(-c3nc(-c4cc(F)c(CCC(=O)O)cc4Cl)no3)cn12, predict the reactants needed to synthesize it. The reactants are: Cc1c(I)ccc2nc(-c3nc(-c4cc(F)c(CCC(=O)OC(C)(C)C)cc4Cl)no3)cn12. (2) The reactants are: CCOP(=O)(Cc1ccc(Nc2ncc(C(F)(F)F)c(Nc3ccc(F)cc3C(=O)NC)n2)c(OC)c1)OCC. Given the product CCOP(=O)(Cc1ccc(Nc2ncc(C(F)(F)F)c(Nc3cccc(F)c3C(=O)NC)n2)c(OC)c1)OCC, predict the reactants needed to synthesize it. (3) Given the product CNC(=O)c1cc(Oc2cccc(I)c2)ccn1, predict the reactants needed to synthesize it. The reactants are: CNC(=O)c1cc(Cl)ccn1.Oc1cccc(I)c1.